Predict which catalyst facilitates the given reaction. From a dataset of Catalyst prediction with 721,799 reactions and 888 catalyst types from USPTO. (1) Reactant: [F:1][C:2]([F:15])([F:14])[C:3]1[CH:12]=[N:11][C:10]2[C:9](O)=[N:8][CH:7]=[N:6][C:5]=2[CH:4]=1.CCN(C(C)C)C(C)C.O=P(Cl)(Cl)[Cl:27].O. Product: [Cl:27][C:9]1[C:10]2[N:11]=[CH:12][C:3]([C:2]([F:15])([F:14])[F:1])=[CH:4][C:5]=2[N:6]=[CH:7][N:8]=1. The catalyst class is: 260. (2) Reactant: [Cl:1][C:2]1[C:7]([NH:8][CH2:9][C@H:10]2[CH2:15][CH2:14][C@H:13]([CH3:16])[CH2:12][CH2:11]2)=[C:6]([NH:17]C(=O)OC(C)(C)C)[CH:5]=[C:4]([Cl:25])[N:3]=1. Product: [Cl:1][C:2]1[C:7]([NH:8][CH2:9][C@H:10]2[CH2:11][CH2:12][C@H:13]([CH3:16])[CH2:14][CH2:15]2)=[C:6]([NH2:17])[CH:5]=[C:4]([Cl:25])[N:3]=1. The catalyst class is: 89. (3) Reactant: C([N:8]1[CH2:13][CH:12]=[C:11]([C:14]2[CH:19]=[CH:18][C:17]([C@@H:20]([NH:22][C:23](=[O:26])[CH2:24][CH3:25])[CH3:21])=[CH:16][CH:15]=2)[CH2:10][CH2:9]1)C1C=CC=CC=1. The catalyst class is: 29. Product: [NH:8]1[CH2:13][CH2:12][CH:11]([C:14]2[CH:19]=[CH:18][C:17]([C@@H:20]([NH:22][C:23](=[O:26])[CH2:24][CH3:25])[CH3:21])=[CH:16][CH:15]=2)[CH2:10][CH2:9]1. (4) Reactant: [O:1]1[C:5]2([CH2:10][CH2:9][CH:8]([OH:11])[CH2:7][CH2:6]2)[O:4][CH2:3][CH2:2]1.[S:12](Cl)([C:15]1[CH:21]=[CH:20][C:18]([CH3:19])=[CH:17][CH:16]=1)(=[O:14])=[O:13].O. Product: [CH3:19][C:18]1[CH:20]=[CH:21][C:15]([S:12]([O:11][CH:8]2[CH2:9][CH2:10][C:5]3([O:4][CH2:3][CH2:2][O:1]3)[CH2:6][CH2:7]2)(=[O:14])=[O:13])=[CH:16][CH:17]=1. The catalyst class is: 17. (5) Reactant: Br[CH2:2][C:3]1[C:4]([C:17]([F:20])([F:19])[F:18])=[N:5][C:6]([NH:9][C:10]2[CH:15]=[CH:14][CH:13]=[C:12]([Cl:16])[CH:11]=2)=[N:7][CH:8]=1.[NH3:21]. Product: [NH2:21][CH2:2][C:3]1[C:4]([C:17]([F:20])([F:19])[F:18])=[N:5][C:6]([NH:9][C:10]2[CH:15]=[CH:14][CH:13]=[C:12]([Cl:16])[CH:11]=2)=[N:7][CH:8]=1. The catalyst class is: 7. (6) Reactant: [N:1]1[CH:6]=[CH:5][N:4]=[CH:3][C:2]=1[C:7]([OH:9])=[O:8].[CH:10](=[O:17])[C:11]1[CH:16]=[CH:15][CH:14]=[CH:13][CH:12]=1.S(=O)(=O)(O)O.C(OOC(C)(C)C)(C)(C)C. Product: [C:10]([C:5]1[N:4]=[CH:3][C:2]([C:7]([OH:9])=[O:8])=[N:1][CH:6]=1)(=[O:17])[C:11]1[CH:16]=[CH:15][CH:14]=[CH:13][CH:12]=1. The catalyst class is: 211. (7) Reactant: [N:1]([C@H:4]1[C@H:8]([F:9])[CH2:7][NH:6][CH2:5]1)=[N+:2]=[N-:3].CCN(C(C)C)C(C)C.[C:19](Cl)([O:21][CH2:22][C:23]1[CH:28]=[CH:27][CH:26]=[CH:25][CH:24]=1)=[O:20]. Product: [N:1]([C@H:4]1[C@H:8]([F:9])[CH2:7][N:6]([C:19]([O:21][CH2:22][C:23]2[CH:28]=[CH:27][CH:26]=[CH:25][CH:24]=2)=[O:20])[CH2:5]1)=[N+:2]=[N-:3]. The catalyst class is: 2. (8) Reactant: C([Li])CCC.Br[C:7]1[CH:12]=[CH:11][C:10]([Cl:13])=[CH:9][N:8]=1.[CH2:14]([O:16][C:17]([CH:19]1[CH2:24][CH2:23][C:22](=[O:25])[CH2:21][CH2:20]1)=[O:18])[CH3:15].O. Product: [CH2:14]([O:16][C:17]([CH:19]1[CH2:24][CH2:23][C:22]([C:7]2[CH:12]=[CH:11][C:10]([Cl:13])=[CH:9][N:8]=2)([OH:25])[CH2:21][CH2:20]1)=[O:18])[CH3:15]. The catalyst class is: 27.